Dataset: Forward reaction prediction with 1.9M reactions from USPTO patents (1976-2016). Task: Predict the product of the given reaction. (1) Given the reactants [F:1][C:2]1[CH:3]=[C:4]([N+:10]([O-:12])=[O:11])[CH:5]=[C:6]([F:9])[C:7]=1F.C(N(CC)C(C)C)(C)C.[NH:22]1[CH2:27][CH2:26][S:25][CH2:24][CH2:23]1, predict the reaction product. The product is: [F:9][C:6]1[CH:5]=[C:4]([N+:10]([O-:12])=[O:11])[CH:3]=[C:2]([F:1])[C:7]=1[N:22]1[CH2:27][CH2:26][S:25][CH2:24][CH2:23]1. (2) Given the reactants Br[C:2]1[CH:3]=[C:4]([CH:9]=[C:10]([N+:12]([O-:14])=[O:13])[CH:11]=1)[C:5]([O:7][CH3:8])=[O:6].[NH:15]1[CH2:20][CH2:19][O:18][CH2:17][CH2:16]1.C(=O)([O-])[O-].[Cs+].[Cs+], predict the reaction product. The product is: [N:15]1([C:2]2[CH:3]=[C:4]([CH:9]=[C:10]([N+:12]([O-:14])=[O:13])[CH:11]=2)[C:5]([O:7][CH3:8])=[O:6])[CH2:20][CH2:19][O:18][CH2:17][CH2:16]1. (3) Given the reactants Cl[C:2]1[CH:3]=[C:4]([CH:8]=[CH:9][N:10]=1)[C:5]([OH:7])=[O:6].[CH3:11][O-:12].[Na+].I[CH3:15].O, predict the reaction product. The product is: [CH3:11][O:12][C:2]1[CH:3]=[C:4]([CH:8]=[CH:9][N:10]=1)[C:5]([O:7][CH3:15])=[O:6]. (4) Given the reactants [O:1]1[C:5]2[CH2:6][NH:7][CH2:8][CH2:9][CH:10]([OH:11])[C:4]=2[CH:3]=[CH:2]1.C(N(CC)CC)C.[F:19][C:20]([F:31])([F:30])[C:21](O[C:21](=[O:22])[C:20]([F:31])([F:30])[F:19])=[O:22].O, predict the reaction product. The product is: [F:19][C:20]([F:31])([F:30])[C:21]([N:7]1[CH2:8][CH2:9][CH:10]([OH:11])[C:4]2[CH:3]=[CH:2][O:1][C:5]=2[CH2:6]1)=[O:22]. (5) Given the reactants N1C=CC(N)=NC1=O.[F:9][C:10]1[CH:11]=[C:12](B(O)O)[CH:13]=[CH:14][C:15]=1[F:16].NC1C=CN(C2C=CC(F)=CC=2)C(=O)N=1.[Cl:35][CH2:36][C:37]1[N:38]=[C:39]2[CH:44]=[CH:43][N:42](C3C=CC(F)=CC=3)[C:41](=[O:52])[N:40]2[CH:53]=1, predict the reaction product. The product is: [Cl:35][CH2:36][C:37]1[N:38]=[C:39]2[CH:44]=[CH:43][N:42]([C:12]3[CH:13]=[CH:14][C:15]([F:16])=[C:10]([F:9])[CH:11]=3)[C:41](=[O:52])[N:40]2[CH:53]=1. (6) Given the reactants [Cl:1][C:2]1[CH:7]=[CH:6][C:5]([NH:8][C:9]([NH:11][C:12]2[CH:17]=[CH:16][CH:15]=[C:14]([C:18]3[CH:23]=[CH:22][CH:21]=[C:20]([N:24]4[CH2:28][CH2:27][CH2:26][CH2:25]4)[N:19]=3)[CH:13]=2)=[O:10])=[C:4]([C:29]#[C:30][CH2:31][CH2:32][OH:33])[CH:3]=1.ClC1C=CC(NC(NC2C=CC=C(C3C=CC=C(N4CCCC4)N=3)C=2)=O)=C(CCCCOC2CCCCO2)C=1.O.C1(C)C=CC(S(O)(=O)=O)=CC=1, predict the reaction product. The product is: [Cl:1][C:2]1[CH:7]=[CH:6][C:5]([NH:8][C:9]([NH:11][C:12]2[CH:17]=[CH:16][CH:15]=[C:14]([C:18]3[CH:23]=[CH:22][CH:21]=[C:20]([N:24]4[CH2:28][CH2:27][CH2:26][CH2:25]4)[N:19]=3)[CH:13]=2)=[O:10])=[C:4]([CH2:29][CH2:30][CH2:31][CH2:32][OH:33])[CH:3]=1.